From a dataset of Experimentally validated miRNA-target interactions with 360,000+ pairs, plus equal number of negative samples. Binary Classification. Given a miRNA mature sequence and a target amino acid sequence, predict their likelihood of interaction. (1) The miRNA is hsa-miR-485-5p with sequence AGAGGCUGGCCGUGAUGAAUUC. The protein sequence of the target gene is MGAAARLSAPRALVLWAALGAAAHIGPAPDPEDWWSYKDNLQGNFVPGPPFWGLVNAAWSLCAVGKRQSPVDVELKRVLYDPFLPPLRLSTGGEKLRGTLYNTGRHVSFLPAPRPVVNVSGGPLLYSHRLSELRLLFGARDGAGSEHQINHQGFSAEVQLIHFNQELYGNFSAASRGPNGLAILSLFVNVASTSNPFLSRLLNRDTITRISYKNDAYFLQDLSLELLFPESFGFITYQGSLSTPPCSETVTWILIDRALNITSLQMHSLRLLSQNPPSQIFQSLSGNSRPLQPLAHRALR.... Result: 0 (no interaction). (2) The miRNA is mmu-miR-448-3p with sequence UUGCAUAUGUAGGAUGUCCCAU. The protein sequence of the target gene is MNAGSDPVVIVSAARTIIGSFNGALAAVPVQDLGSTVIKEVLKRATVAPEDVSEVIFGHVLAAGCGQNPVRQASVGAGIPYSVPAWSCQMICGSGLKAVCLAVQSIGIGDSSIVVAGGMENMSKAPHLAYLRTGVKIGEMPLTDSILCDGLTDAFHNCHMGITAENVAKKWQVSREDQDKVAVLSQNRTENAQKAGHFDKEIVPVLVSTRKGLIEVKTDEFPRHGSNIEAMSKLKPYFLTDGTGTVTPANASGINDGAAAVVLMKKSEADKRGLTPLARIVSWSQVGVEPSIMGIGPIPA.... Result: 0 (no interaction). (3) The miRNA is mmu-miR-5134-5p with sequence UUGGCAGAAAGGGCAGCUGUG. The protein sequence of the target gene is MSEADGLRQRRPLRPQVVTDDDGQAPEAKDGSSFSGRVFRVTFLMLAVSLTVPLLGAMMLLESPIDPQPLSFKEPPLLLGVLHPNTKLRQAERLFENQLVGPESIAHIGDVMFTGTADGRVVKLENGEIETIARFGSGPCKTRDDEPVCGRPLGIRAGPNGTLFVADAYKGLFEVNPWKREVKLLLSSETPIEGKNMSFVNDLTVTQDGRKIYFTDSSSKWQRRDYLLLVMEGTDDGRLLEYDTVTREVKVLLDQLRFPNGVQLSPAEDFVLVAETTMARIRRVYVSGLMKGGADLFVEN.... Result: 0 (no interaction). (4) The protein sequence of the target gene is MAAVLALRVVAGLAAAALVAMLLEHYGLAGQPSPLPRPAPPRRPHPAPGPGDSNIFWGLQISDIHLSRFRDPGRAVDLEKFCSETIDIIQPALVLATGDLTDAKTKEQLGSRQHEVEWQTYQGILKKTRVMEKTKWLDIKGNHDAFNIPSLDSIKNYYRKYSAVRRDGSFHYVHSTPFGNYSFICVDATVNPGPKRPYNFFGILDKKKMEELLLLAKESSRSNHTIWFGHFTTSTILSPSPGIRSIMSSAIAYLCGHLHTLGGLMPVLHTRHFQGTLELEVGDWKDNRRYRIFAFDHDLF.... Result: 0 (no interaction). The miRNA is hsa-miR-206 with sequence UGGAAUGUAAGGAAGUGUGUGG. (5) The miRNA is hsa-miR-4252 with sequence GGCCACUGAGUCAGCACCA. The protein sequence of the target gene is MGSDVRDLNALLPAVPSLGGGGGCALPVSGAAQWAPVLDFAPPGASAYGSLGGPAPPPAPPPPPPPPPHSFIKQEPSWGGAEPHEEQCLSAFTVHFSGQFTGTAGACRYGPFGPPPPSQASSGQARMFPNAPYLPSCLESQPAIRNQGYSTVTFDGTPSYGHTPSHHAAQFPNHSFKHEDPMGQQGSLGEQQYSVPPPVYGCHTPTDSCTGSQALLLRTPYSSDNLYQMTSQLECMTWNQMNLGATLKGVAAGSSSSVKWTEGQSNHSTGYESDNHTTPILCGAQYRIHTHGVFRGIQDV.... Result: 1 (interaction). (6) The miRNA is hsa-miR-1273h-5p with sequence CUGGGAGGUCAAGGCUGCAGU. The protein sequence of the target gene is MRLKMTTRNFPEREVPCDVEVERFTREVPCLSSLGDGWDCENQEGHLRQSALTLEKPGTQEAICEYPGFGEHLIASSDLPPSQRVLATNGFHAPDSNVSGLDCDPALPSYPKSYADKRTGDSDACGKGFNHSMEVIHGRNPVREKPYKYPESVKSFNHFTSLGHQKIMKRGKKSYEGKNFENIFTLSSSLNENQRNLPGEKQYRCTECGKCFKRNSSLVLHHRTHTGEKPYTCNECGKSFSKNYNLIVHQRIHTGEKPYECSKCGKAFSDGSALTQHQRIHTGEKPYECLECGKTFNRNS.... Result: 1 (interaction). (7) The miRNA is hsa-miR-3160-3p with sequence AGAGCUGAGACUAGAAAGCCCA. The protein sequence of the target gene is MLPGAWLLWTSLLLLARPAQPCPMGCDCFVQEVFCSDEELATVPLDIPPYTKNIIFVETSFTTLETRAFGSNPNLTKVVFLNTQLCQFRPDAFGGLPRLEDLEVTGSSFLNLSTNIFSNLTSLGKLTLNFNMLEALPEGLFQHLAALESLHLQGNQLQALPRRLFQPLTHLKTLNLAQNLLAQLPEELFHPLTSLQTLKLSNNALSGLPQGVFGKLGSLQELFLDSNNISELPPQVFSQLFCLERLWLQRNAITHLPLSIFASLGNLTFLSLQWNMLRVLPAGLFAHTPCLVGLSLTHNQ.... Result: 0 (no interaction). (8) The miRNA is ath-miR156a-5p with sequence UGACAGAAGAGAGUGAGCAC. The protein sequence of the target gene is MSDPEMGWVPEPPTMTLGASRVELRVSCHGLLDRDTLTKPHPCVLLKLYSDEQWVEVERTEVLRSCSSPVFSRVLALEYFFEEKQPLQFHVFDAEDGATSPRNDTFLGSTECTLGQIVSQTKVTKPLLLKNGKTAGKSTITIVAEEVSGTNDYVQLTFRAYKLDNKDLFSKSDPFMEIYKTNEDQSDQLVWRTEVVKNNLNPSWEPFRLSLHSLCSCDVHRPLKFLVYDYDSSGKHDFIGEFTSTFQEMQEGTANPGQEMQWDCINPKYRDKKKNYKSSGTVVLAQCTVEKVHTFLDYIM.... Result: 0 (no interaction). (9) The miRNA is hsa-miR-6743-5p with sequence AAGGGGCAGGGACGGGUGGCCC. The protein sequence of the target gene is MKDSENKGASSPDMEPSYGGGLFDMVKGGAGRLFSNLKDNLKDTLKDTSSRVIQSVTSYTKGDLDFTYVTSRIIVMSFPLDNVDIGFRNQVDDIRSFLDSRHLDHYTVYNLSPKSYRTAKFHSRVSECSWPIRQAPSLHNLFAVCRNMYNWLLQNPKNVCVVHCLDGRAASSILVGAMFIFCNLYSTPGPAIRLLYAKRPGIGLSPSHRRYLGYMCDLLADKPYRPHFKPLTIKSITVSPIPFFNKQRNGCRPYCDVLIGETKIYSTCTDFERMKEYRVQDGKIFIPLNITVQGDVVVSM.... Result: 0 (no interaction).